This data is from Forward reaction prediction with 1.9M reactions from USPTO patents (1976-2016). The task is: Predict the product of the given reaction. (1) Given the reactants [CH:1]1([S:4]([NH2:7])(=[O:6])=[O:5])[CH2:3][CH2:2]1.[F:8][C:9]1[CH:14]=[CH:13][C:12]([C:15]2[N:24]=[C:23]([O:25][CH:26]3[CH2:44][CH:43]4[N:28]([C:29](=[O:58])[N:30]([CH2:49][C:50]5[CH:55]=[CH:54][C:53]([O:56][CH3:57])=[CH:52][CH:51]=5)[CH2:31][CH2:32][CH2:33][CH2:34][CH2:35][CH:36]=[CH:37][CH:38]5[C:40]([C:46](O)=[O:47])([NH:41][C:42]4=[O:45])[CH2:39]5)[CH2:27]3)[C:22]3[C:17](=[C:18]([CH3:61])[C:19]([O:59][CH3:60])=[CH:20][CH:21]=3)[N:16]=2)=[CH:11][CH:10]=1, predict the reaction product. The product is: [F:8][C:9]1[CH:10]=[CH:11][C:12]([C:15]2[N:24]=[C:23]([O:25][CH:26]3[CH2:44][CH:43]4[N:28]([C:29](=[O:58])[N:30]([CH2:49][C:50]5[CH:51]=[CH:52][C:53]([O:56][CH3:57])=[CH:54][CH:55]=5)[CH2:31][CH2:32][CH2:33][CH2:34][CH2:35][CH:36]=[CH:37][CH:38]5[C:40]([C:46]([NH:7][S:4]([CH:1]6[CH2:3][CH2:2]6)(=[O:6])=[O:5])=[O:47])([NH:41][C:42]4=[O:45])[CH2:39]5)[CH2:27]3)[C:22]3[C:17](=[C:18]([CH3:61])[C:19]([O:59][CH3:60])=[CH:20][CH:21]=3)[N:16]=2)=[CH:13][CH:14]=1. (2) Given the reactants [C:1]([C:5]1[CH:12]=[C:11]([CH3:13])[C:8]([C:9]#[N:10])=[CH:7][N:6]=1)([CH3:4])([CH3:3])[CH3:2].C[Mg+].[Br-].[C:17]1(C)C=CC=CC=1.C1COCC1.[BH4-].[Na+], predict the reaction product. The product is: [C:1]([C:5]1[N:6]=[CH:7][C:8]([CH:9]([NH2:10])[CH3:17])=[C:11]([CH3:13])[CH:12]=1)([CH3:4])([CH3:3])[CH3:2]. (3) Given the reactants [I:1][C:2]1[CH:7]=[CH:6][C:5]([C:8]2([CH:11]=O)[CH2:10][CH2:9]2)=[CH:4][CH:3]=1.[NH:13]1[CH2:17][CH2:16][CH2:15][CH2:14]1.[BH-](OC(C)=O)(OC(C)=O)OC(C)=O.[Na+].O, predict the reaction product. The product is: [I:1][C:2]1[CH:7]=[CH:6][C:5]([C:8]2([CH2:11][N:13]3[CH2:17][CH2:16][CH2:15][CH2:14]3)[CH2:10][CH2:9]2)=[CH:4][CH:3]=1. (4) Given the reactants [NH:1]1[C:5]2=[N:6][CH:7]=[C:8]([NH2:10])[CH:9]=[C:4]2[CH:3]=[CH:2]1.[C:11]([O:15][C:16](=[O:27])[C:17]1[CH:25]=[CH:24][C:23]([CH3:26])=[C:19]([C:20](O)=[O:21])[CH:18]=1)([CH3:14])([CH3:13])[CH3:12].CN(C(ON1N=NC2C=CC=CC1=2)=[N+](C)C)C.[B-](F)(F)(F)F.C1C=CC2N(O)N=NC=2C=1.CCN(C(C)C)C(C)C, predict the reaction product. The product is: [C:11]([O:15][C:16](=[O:27])[C:17]1[CH:25]=[CH:24][C:23]([CH3:26])=[C:19]([C:20]([NH:10][C:8]2[CH:9]=[C:4]3[CH:3]=[CH:2][NH:1][C:5]3=[N:6][CH:7]=2)=[O:21])[CH:18]=1)([CH3:14])([CH3:13])[CH3:12]. (5) Given the reactants [Cl:1][C:2]1[C:10]2[C:5](=[CH:6][C:7]([S:11]([N:14]3[CH2:19][C:18](=[O:20])[N:17]([CH2:21][CH:22]4[CH2:27][CH2:26][N:25]([C:28]5[CH:33]=[CH:32][C:31](=[O:34])[N:30]([CH3:35])[N:29]=5)[CH2:24][CH2:23]4)[CH:16]([C:36](O)=[O:37])[CH2:15]3)(=[O:13])=[O:12])=[CH:8][CH:9]=2)[NH:4][CH:3]=1.C(N(CC)CC)C.[CH2:46]([CH2:48][NH2:49])[OH:47].F[P-](F)(F)(F)(F)F.N1(O[P+](N2CCCC2)(N2CCCC2)N2CCCC2)C2C=CC=CC=2N=N1, predict the reaction product. The product is: [OH:47][CH2:46][CH2:48][NH:49][C:36]([CH:16]1[CH2:15][N:14]([S:11]([C:7]2[CH:6]=[C:5]3[C:10]([C:2]([Cl:1])=[CH:3][NH:4]3)=[CH:9][CH:8]=2)(=[O:13])=[O:12])[CH2:19][C:18](=[O:20])[N:17]1[CH2:21][CH:22]1[CH2:27][CH2:26][N:25]([C:28]2[CH:33]=[CH:32][C:31](=[O:34])[N:30]([CH3:35])[N:29]=2)[CH2:24][CH2:23]1)=[O:37]. (6) The product is: [C:53]([C:52]1[CH:55]=[C:56]([CH2:59][O:60][CH3:61])[CH:57]=[CH:58][C:51]=1[CH2:9][NH:8][C:6](=[O:7])[O:5][C:1]([CH3:4])([CH3:3])[CH3:2])#[N:54]. Given the reactants [C:1]([O:5][C:6]([NH:8][CH2:9][B-](F)(F)F)=[O:7])([CH3:4])([CH3:3])[CH3:2].[K+].C(=O)([O-])[O-].[Cs+].[Cs+].C1(P(C2CCCCC2)C2C=CC=CC=2C2C(OC)=CC=CC=2OC)CCCCC1.Br[C:51]1[CH:58]=[CH:57][C:56]([CH2:59][O:60][CH3:61])=[CH:55][C:52]=1[C:53]#[N:54], predict the reaction product. (7) Given the reactants [Cl:1][C:2]1[C:3]2[N:4]([C:8]([C:18](=O)[C:19]#[CH:20])=[C:9]([C:11]3[CH:16]=[CH:15][C:14]([F:17])=[CH:13][CH:12]=3)[N:10]=2)[CH:5]=[CH:6][CH:7]=1.Cl.[CH:23]1([NH:28][C:29]([NH2:31])=[NH:30])[CH2:27][CH2:26][CH2:25][CH2:24]1.C(=O)([O-])[O-].[K+].[K+], predict the reaction product. The product is: [Cl:1][C:2]1[C:3]2[N:4]([C:8]([C:18]3[CH:19]=[CH:20][N:31]=[C:29]([NH:28][CH:23]4[CH2:27][CH2:26][CH2:25][CH2:24]4)[N:30]=3)=[C:9]([C:11]3[CH:16]=[CH:15][C:14]([F:17])=[CH:13][CH:12]=3)[N:10]=2)[CH:5]=[CH:6][CH:7]=1.